From a dataset of TCR-epitope binding with 47,182 pairs between 192 epitopes and 23,139 TCRs. Binary Classification. Given a T-cell receptor sequence (or CDR3 region) and an epitope sequence, predict whether binding occurs between them. The epitope is DRFYKTLRAEQASQEV. The TCR CDR3 sequence is CATQDRDHAEAFF. Result: 0 (the TCR does not bind to the epitope).